The task is: Predict the reactants needed to synthesize the given product.. This data is from Full USPTO retrosynthesis dataset with 1.9M reactions from patents (1976-2016). Given the product [OH:1][C:2]1[CH:11]=[C:10]([O:12][CH2:19][O:20][CH3:21])[CH:9]=[CH:8][C:3]=1[C:4]([O:6][CH3:7])=[O:5], predict the reactants needed to synthesize it. The reactants are: [OH:1][C:2]1[CH:11]=[C:10]([OH:12])[CH:9]=[CH:8][C:3]=1[C:4]([O:6][CH3:7])=[O:5].C(=O)([O-])[O-].[K+].[K+].[CH3:19][O:20][CH2:21]Cl.